Dataset: Catalyst prediction with 721,799 reactions and 888 catalyst types from USPTO. Task: Predict which catalyst facilitates the given reaction. Reactant: [CH3:1][C:2]1[N:3]([C:8]2[C:9]([C:21]([O:23]C)=[O:22])=[N:10][C:11]([O:18][CH2:19][CH3:20])=[C:12]([C:14]([F:17])([F:16])[F:15])[CH:13]=2)[C:4]([CH3:7])=[CH:5][CH:6]=1.[OH-].[Na+]. Product: [CH3:7][C:4]1[N:3]([C:8]2[C:9]([C:21]([OH:23])=[O:22])=[N:10][C:11]([O:18][CH2:19][CH3:20])=[C:12]([C:14]([F:15])([F:16])[F:17])[CH:13]=2)[C:2]([CH3:1])=[CH:6][CH:5]=1. The catalyst class is: 1.